From a dataset of Catalyst prediction with 721,799 reactions and 888 catalyst types from USPTO. Predict which catalyst facilitates the given reaction. (1) Reactant: [F:1][C:2]1[CH:3]=[C:4]([Br:14])[C:5]2[O:9][C:8]([C:10]([OH:12])=O)=[CH:7][C:6]=2[CH:13]=1.Cl.Cl.[NH2:17][C@@H:18]1[CH:23]2[CH2:24][CH2:25][N:20]([CH2:21][CH2:22]2)[CH2:19]1.CN(C(ON1N=NC2C=CC=NC1=2)=[N+](C)C)C.F[P-](F)(F)(F)(F)F.C(N(CC)C(C)C)(C)C. Product: [N:20]12[CH2:25][CH2:24][CH:23]([CH2:22][CH2:21]1)[C@@H:18]([NH:17][C:10]([C:8]1[O:9][C:5]3[C:4]([Br:14])=[CH:3][C:2]([F:1])=[CH:13][C:6]=3[CH:7]=1)=[O:12])[CH2:19]2. The catalyst class is: 3. (2) Reactant: [C:1]123[CH2:13][CH:8]4[CH2:9][CH:10]([CH2:12][CH:6]([CH2:7]4)[CH:5]1[NH:4]C(=O)[O:2]2)[CH2:11]3.[OH-].[K+]. Product: [NH2:4][CH:5]1[CH:6]2[CH2:7][CH:8]3[CH2:9][CH:10]([CH2:11][C:1]1([OH:2])[CH2:13]3)[CH2:12]2. The catalyst class is: 12. (3) Reactant: Cl[C:2]1[N:11]=[CH:10][CH:9]=[C:8]([Cl:12])[C:3]=1[C:4]([O:6][CH3:7])=[O:5].[CH3:13]B1OB(C)OB(C)O1.C([O-])([O-])=O.[Cs+].[Cs+]. Product: [Cl:12][C:8]1[C:3]([C:4]([O:6][CH3:7])=[O:5])=[C:2]([CH3:13])[N:11]=[CH:10][CH:9]=1. The catalyst class is: 117. (4) Reactant: [Br:1][C:2]1[N:7]=[CH:6][C:5](C=O)=[CH:4][CH:3]=1.C1(C)C=CC(S(O)(=O)=O)=CC=1.[CH:21](OC)([O:24][CH3:25])[O:22][CH3:23].C([O-])([O-])=O.[K+].[K+]. Product: [Br:1][C:2]1[CH:3]=[CH:4][C:5]([CH:21]([O:24][CH3:25])[O:22][CH3:23])=[CH:6][N:7]=1. The catalyst class is: 5. (5) Reactant: Br[CH2:2][CH:3]1[CH2:5][CH2:4]1.[C:6]([CH:11]1[S:16][CH2:15][CH2:14][CH2:13][S:12]1)([O:8][CH2:9][CH3:10])=[O:7].[H-].[Na+]. Product: [CH:5]1([CH2:4][C:11]2([C:6]([O:8][CH2:9][CH3:10])=[O:7])[S:12][CH2:13][CH2:14][CH2:15][S:16]2)[CH2:3][CH2:2]1. The catalyst class is: 9. (6) Product: [F:1][C:2]([F:15])([F:16])[C:3]1[CH:4]=[C:5]([CH:8]=[C:9]([C:11]([F:14])([F:12])[F:13])[CH:10]=1)[CH2:6][NH:7][CH2:40][C:39]1[C:30]([N:27]2[CH2:26][CH2:25][N:24]([CH2:23][CH:17]3[CH2:22][CH2:21][CH2:20][CH2:19][CH2:18]3)[CH2:29][CH2:28]2)=[N:31][C:32]2[C:37]([CH:38]=1)=[CH:36][CH:35]=[CH:34][CH:33]=2. Reactant: [F:1][C:2]([F:16])([F:15])[C:3]1[CH:4]=[C:5]([CH:8]=[C:9]([C:11]([F:14])([F:13])[F:12])[CH:10]=1)[CH2:6][NH2:7].[CH:17]1([CH2:23][N:24]2[CH2:29][CH2:28][N:27]([C:30]3[C:39]([CH:40]=O)=[CH:38][C:37]4[C:32](=[CH:33][CH:34]=[CH:35][CH:36]=4)[N:31]=3)[CH2:26][CH2:25]2)[CH2:22][CH2:21][CH2:20][CH2:19][CH2:18]1.C(O)(=O)C.C([BH3-])#N.[Na+]. The catalyst class is: 5. (7) Reactant: [N:1]1([C:6]2[CH:27]=[CH:26][C:9]([CH2:10][C:11]3[C:12](OC)=[N:13][C:14]4[C:19]([C:20]=3[Cl:21])=[CH:18][C:17]([Br:22])=[CH:16][C:15]=4C)=[CH:8][CH:7]=2)[CH:5]=[CH:4][CH:3]=[N:2]1.[CH2:28]([NH:30][CH2:31][CH3:32])[CH3:29]. Product: [N:1]1([C:6]2[CH:27]=[CH:26][C:9]([CH2:10][C:11]3[C:12]([N:30]([CH2:31][CH3:32])[CH2:28][CH3:29])=[N:13][C:14]4[C:19]([C:20]=3[Cl:21])=[CH:18][C:17]([Br:22])=[CH:16][CH:15]=4)=[CH:8][CH:7]=2)[CH:5]=[CH:4][CH:3]=[N:2]1. The catalyst class is: 31.